From a dataset of Reaction yield outcomes from USPTO patents with 853,638 reactions. Predict the reaction yield, written as a fraction of the theoretical maximum amount of product (1.0 means a 100% yield; for example, 0.34 means a 34% yield). The reactants are [S:1]1[C:5]2[CH:6]=[C:7]([C:10]([OH:12])=O)[CH:8]=[CH:9][C:4]=2[N:3]=[CH:2]1.[NH:13]1[CH2:18][CH2:17][CH2:16][C@@H:15]2[C:19]3[CH:20]=[CH:21][CH:22]=[CH:23][C:24]=3[CH2:25][C@H:14]12.F[P-](F)(F)(F)(F)F.N1(OC(N(C)C)=[N+](C)C)C2N=CC=CC=2N=N1. No catalyst specified. The product is [S:1]1[C:5]2[CH:6]=[C:7]([C:10]([N:13]3[CH2:18][CH2:17][CH2:16][C@@H:15]4[C:19]5[CH:20]=[CH:21][CH:22]=[CH:23][C:24]=5[CH2:25][C@H:14]34)=[O:12])[CH:8]=[CH:9][C:4]=2[N:3]=[CH:2]1. The yield is 0.360.